Dataset: Full USPTO retrosynthesis dataset with 1.9M reactions from patents (1976-2016). Task: Predict the reactants needed to synthesize the given product. (1) Given the product [N:14]1[CH:13]=[CH:12][C:11]([CH2:10][CH2:9][CH2:8][CH2:7][CH:4]2[CH2:3][CH2:2][N:1]([C:18]3[N:23]=[CH:22][CH:21]=[CH:20][N:19]=3)[CH2:6][CH2:5]2)=[CH:16][CH:15]=1, predict the reactants needed to synthesize it. The reactants are: [NH:1]1[CH2:6][CH2:5][CH:4]([CH2:7][CH2:8][CH2:9][CH2:10][C:11]2[CH:16]=[CH:15][N:14]=[CH:13][CH:12]=2)[CH2:3][CH2:2]1.Br[C:18]1[N:23]=[CH:22][CH:21]=[CH:20][N:19]=1.N12CCCN=C1CCCCC2. (2) Given the product [CH2:12]([C:14]1[CH:22]=[C:21]([CH3:23])[C:20]([C:30]2[NH:27][C:2]3[CH2:3][O:4][CH2:5][CH:6]([CH3:9])[C:7]=3[N:11]=2)=[CH:19][C:15]=1[C:16]([OH:18])=[O:17])[CH3:13], predict the reactants needed to synthesize it. The reactants are: Br[CH:2]1[C:7](=O)[CH:6]([CH3:9])[CH2:5][O:4][CH2:3]1.[OH-].[NH4+:11].[CH2:12]([C:14]1[CH:22]=[C:21]([CH3:23])[C:20](C=O)=[CH:19][C:15]=1[C:16]([OH:18])=[O:17])[CH3:13].C[N:27]([CH3:30])C=O. (3) Given the product [C:1]([C:3]1[C:4]([CH3:25])=[N:5][C:6]2[N:7]([CH:17]=[C:18]([CH2:20][C:21]([OH:23])=[O:22])[N:19]=2)[C:8]=1[C:9]1[CH:14]=[CH:13][C:12]([Cl:15])=[CH:11][C:10]=1[Cl:16])#[N:2], predict the reactants needed to synthesize it. The reactants are: [C:1]([C:3]1[C:4]([CH3:25])=[N:5][C:6]2[N:7]([CH:17]=[C:18]([CH2:20][C:21]([O:23]C)=[O:22])[N:19]=2)[C:8]=1[C:9]1[CH:14]=[CH:13][C:12]([Cl:15])=[CH:11][C:10]=1[Cl:16])#[N:2].[Li+].[OH-].Cl. (4) The reactants are: [CH3:1][N:2]([CH3:30])[C:3]1([C:24]2[CH:29]=[CH:28][CH:27]=[CH:26][CH:25]=2)[CH2:8][CH2:7][CH:6]([NH:9][C:10]([C:12]2[C:16]([CH3:17])=[N:15][N:14]([C:18]3[CH:23]=[CH:22][CH:21]=[CH:20][CH:19]=3)[N:13]=2)=[O:11])[CH2:5][CH2:4]1.Cl.[Cl:32][Si](C)(C)C.C(OC(C)C)(C)C. Given the product [ClH:32].[CH3:30][N:2]([CH3:1])[C:3]1([C:24]2[CH:29]=[CH:28][CH:27]=[CH:26][CH:25]=2)[CH2:8][CH2:7][CH:6]([NH:9][C:10]([C:12]2[C:16]([CH3:17])=[N:15][N:14]([C:18]3[CH:19]=[CH:20][CH:21]=[CH:22][CH:23]=3)[N:13]=2)=[O:11])[CH2:5][CH2:4]1, predict the reactants needed to synthesize it. (5) Given the product [CH2:1]([O:8][CH2:9][CH2:12][CH2:15][S:18]([F:21])(=[O:20])=[O:19])[CH3:4], predict the reactants needed to synthesize it. The reactants are: [C:1]([O:8][C:9]([C:12]([C:15]([S:18]([F:21])(=[O:20])=[O:19])(F)F)(F)F)(F)F)([C:4](F)(F)F)(F)F.C(CO)(F)(F)F.C(OC(C(C(S(OCC(F)(F)F)(=O)=O)(F)F)(F)F)(F)F)(C(F)(F)F)(F)F.